Dataset: Full USPTO retrosynthesis dataset with 1.9M reactions from patents (1976-2016). Task: Predict the reactants needed to synthesize the given product. (1) Given the product [C:1]([O:4][CH2:5][C@@H:6]1[CH2:11][C@@H:10]([OH:12])[CH2:9][C:8](=[O:13])[O:7]1)(=[O:3])[CH3:2], predict the reactants needed to synthesize it. The reactants are: [C:1]([O:4][CH2:5][C@@H:6]1[CH2:11][C@@H:10]([OH:12])[CH2:9][CH:8]([OH:13])[O:7]1)(=[O:3])[CH3:2].C(=O)([O-])[O-].[Ba+2].BrBr.[Na+].[Cl-]. (2) Given the product [Cl:1][C:2]1[N:10]=[CH:9][C:8]([CH2:11][CH3:12])=[CH:7][C:3]=1[C:4]([NH:27][C:25](=[NH:26])[CH2:24][O:23][CH2:22][CH2:21][C:17]1[CH:18]=[CH:19][CH:20]=[C:15]([Cl:14])[CH:16]=1)=[O:6], predict the reactants needed to synthesize it. The reactants are: [Cl:1][C:2]1[N:10]=[CH:9][C:8]([CH2:11][CH3:12])=[CH:7][C:3]=1[C:4]([OH:6])=O.Cl.[Cl:14][C:15]1[CH:16]=[C:17]([CH2:21][CH2:22][O:23][CH2:24][C:25]([NH2:27])=[NH:26])[CH:18]=[CH:19][CH:20]=1.CN(C(ON1N=NC2C=CC=CC1=2)=[N+](C)C)C.[B-](F)(F)(F)F.CCN(C(C)C)C(C)C.